From a dataset of Catalyst prediction with 721,799 reactions and 888 catalyst types from USPTO. Predict which catalyst facilitates the given reaction. (1) Reactant: [CH2:1]([O:3][C:4](=[O:23])[C:5]([OH:22])([CH3:21])[CH2:6][C:7]1[CH:12]=[CH:11][C:10]([O:13]CC2C=CC=CC=2)=[CH:9][CH:8]=1)[CH3:2]. Product: [CH2:1]([O:3][C:4](=[O:23])[C:5]([OH:22])([CH3:21])[CH2:6][C:7]1[CH:8]=[CH:9][C:10]([OH:13])=[CH:11][CH:12]=1)[CH3:2]. The catalyst class is: 29. (2) Reactant: [NH2:1][C:2]1[CH:3]=[C:4]([C:8]2[N:9]=[C:10]([S:13][CH2:14][C:15]([NH:17][CH2:18][C@@H:19]3[O:24][CH2:23][CH2:22][N:21]([CH2:25][C:26]4[CH:31]=[CH:30][C:29]([Cl:32])=[C:28]([Cl:33])[CH:27]=4)[CH2:20]3)=[O:16])[S:11][CH:12]=2)[CH:5]=[CH:6][CH:7]=1.[C:34](OC(=O)C)(=[O:36])[CH3:35].O. Product: [NH:1]([C:2]1[CH:3]=[C:4]([C:8]2[N:9]=[C:10]([S:13][CH2:14][C:15]([NH:17][CH2:18][C@@H:19]3[O:24][CH2:23][CH2:22][N:21]([CH2:25][C:26]4[CH:31]=[CH:30][C:29]([Cl:32])=[C:28]([Cl:33])[CH:27]=4)[CH2:20]3)=[O:16])[S:11][CH:12]=2)[CH:5]=[CH:6][CH:7]=1)[C:34]([CH3:35])=[O:36]. The catalyst class is: 17. (3) Reactant: [CH3:1][S:2]([C:5]1[CH:6]=[C:7]2[C:12](=[CH:13][CH:14]=1)[N:11]=[CH:10][CH:9]=[CH:8]2)(=[O:4])=[O:3].N1C=CC=CC=1.[Br:21]Br. Product: [Br:21][C:9]1[CH:10]=[N:11][C:12]2[C:7]([CH:8]=1)=[CH:6][C:5]([S:2]([CH3:1])(=[O:4])=[O:3])=[CH:14][CH:13]=2. The catalyst class is: 53. (4) Reactant: [CH:1]([C@:4]1([C:10]([N:12]2[CH2:17][CH:16]=[C:15]([C:18]3[CH:19]=[N:20][CH:21]=[C:22]([C:24]([F:27])([F:26])[F:25])[CH:23]=3)[CH2:14][CH2:13]2)=[O:11])[CH2:8][CH2:7][C@@H:6]([NH2:9])[CH2:5]1)([CH3:3])[CH3:2].[CH3:28][O:29][CH:30]1[C:35](=O)[CH2:34][CH2:33][O:32][CH2:31]1.C(N(CC)CC)C.C(O[BH-](OC(=O)C)OC(=O)C)(=O)C.[Na+]. Product: [CH:1]([C@:4]1([C:10]([N:12]2[CH2:13][CH:14]=[C:15]([C:18]3[CH:19]=[N:20][CH:21]=[C:22]([C:24]([F:27])([F:26])[F:25])[CH:23]=3)[CH2:16][CH2:17]2)=[O:11])[CH2:8][CH2:7][C@@H:6]([NH:9][CH:35]2[CH2:34][CH2:33][O:32][CH2:31][CH:30]2[O:29][CH3:28])[CH2:5]1)([CH3:3])[CH3:2]. The catalyst class is: 2.